This data is from Forward reaction prediction with 1.9M reactions from USPTO patents (1976-2016). The task is: Predict the product of the given reaction. (1) Given the reactants CC1C=CC(S(O[CH2:12][CH:13]2[O:18][C:17]3[CH:19]=[C:20]([F:24])[CH:21]=[C:22]([F:23])[C:16]=3[O:15][CH2:14]2)(=O)=O)=CC=1.[NH:25]1[CH2:30][CH2:29][CH2:28][CH2:27][CH2:26]1, predict the reaction product. The product is: [F:23][C:22]1[C:16]2[O:15][CH2:14][CH:13]([CH2:12][N:25]3[CH2:30][CH2:29][CH2:28][CH2:27][CH2:26]3)[O:18][C:17]=2[CH:19]=[C:20]([F:24])[CH:21]=1. (2) The product is: [CH2:1]([N:6]1[C:10]2[CH:11]=[CH:12][C:13]([C:15]([C:43]3[CH:44]=[CH:45][C:40]([O:39][CH2:34][CH2:35][CH:36]([CH3:38])[CH3:37])=[C:41]([CH2:46][C:47]([O:49][CH2:50][CH2:51][CH:52]([CH3:54])[CH3:53])=[O:48])[CH:42]=3)=[O:16])=[CH:14][C:9]=2[N:8]([CH2:18][CH2:19][CH:20]([CH3:22])[CH3:21])[C:7]1=[O:23])[CH2:2][CH:3]([CH3:5])[CH3:4]. Given the reactants [CH2:1]([N:6]1[C:10]2[CH:11]=[CH:12][C:13]([C:15](O)=[O:16])=[CH:14][C:9]=2[N:8]([CH2:18][CH2:19][CH:20]([CH3:22])[CH3:21])[C:7]1=[O:23])[CH2:2][CH:3]([CH3:5])[CH3:4].C(Cl)(=O)C(Cl)=O.[Cl-].[Al+3].[Cl-].[Cl-].[CH2:34]([O:39][C:40]1[CH:45]=[CH:44][CH:43]=[CH:42][C:41]=1[CH2:46][C:47]([O:49][CH2:50][CH2:51][CH:52]([CH3:54])[CH3:53])=[O:48])[CH2:35][CH:36]([CH3:38])[CH3:37], predict the reaction product. (3) Given the reactants [OH:1][C@@:2]1([C:9]#[C:10][C:11]2[CH:12]=[C:13]([N:17]3[C:21]4=[N:22][C:23]([CH3:26])=[N:24][CH:25]=[C:20]4[C:19]([C:27]([O:29]CC)=O)=[N:18]3)[CH:14]=[CH:15][CH:16]=2)[CH2:6][CH2:5][N:4]([CH3:7])[C:3]1=[O:8].[NH3:32], predict the reaction product. The product is: [OH:1][C@@:2]1([C:9]#[C:10][C:11]2[CH:12]=[C:13]([N:17]3[C:21]4=[N:22][C:23]([CH3:26])=[N:24][CH:25]=[C:20]4[C:19]([C:27]([NH2:32])=[O:29])=[N:18]3)[CH:14]=[CH:15][CH:16]=2)[CH2:6][CH2:5][N:4]([CH3:7])[C:3]1=[O:8]. (4) The product is: [CH3:1][C:2]1[CH:3]=[CH:4][CH:5]=[C:6]2[C:11]=1[CH:10]=[N:9][CH:8]=[CH:7]2. Given the reactants [CH3:1][C:2]1[C:11]2[CH:10]=[N:9][CH:8]=[CH:7][C:6]=2[C:5](S(N2CCCNCC2)(=O)=O)=[CH:4][CH:3]=1.CC1C=CC=CC=1C=O.COC(OC)CN, predict the reaction product.